This data is from Forward reaction prediction with 1.9M reactions from USPTO patents (1976-2016). The task is: Predict the product of the given reaction. (1) Given the reactants [C:1]([C:5]1[CH:26]=[CH:25][C:8]([CH2:9][N:10]([CH2:22][CH2:23][OH:24])[C:11]([C:13]2[CH:14]=[CH:15][CH:16]=[C:17]3[C:21]=2[NH:20][CH:19]=[CH:18]3)=[O:12])=[CH:7][CH:6]=1)([CH3:4])([CH3:3])[CH3:2].O[C:28]1[CH:33]=[CH:32][CH:31]=[CH:30][C:29]=1[C:34]([F:37])([F:36])[F:35].C1(P(C2C=CC=CC=2)C2C=CC=CC=2)C=CC=CC=1.C(OC(N=NC(OCC)=O)=O)C, predict the reaction product. The product is: [C:1]([C:5]1[CH:6]=[CH:7][C:8]([CH2:9][N:10]([CH2:22][CH2:23][O:24][C:28]2[CH:33]=[CH:32][CH:31]=[CH:30][C:29]=2[C:34]([F:37])([F:36])[F:35])[C:11]([C:13]2[CH:14]=[CH:15][CH:16]=[C:17]3[C:21]=2[NH:20][CH:19]=[CH:18]3)=[O:12])=[CH:25][CH:26]=1)([CH3:4])([CH3:2])[CH3:3]. (2) Given the reactants [Cl:1][C:2]1[CH:7]=[C:6]([C:8](O)=[O:9])[CH:5]=[C:4]([Cl:11])[C:3]=1[C:12]1[CH:17]=[CH:16][C:15]([F:18])=[CH:14][CH:13]=1.ClC1C=C(C=C(Cl)C=1)CO, predict the reaction product. The product is: [Cl:1][C:2]1[CH:7]=[C:6]([CH2:8][OH:9])[CH:5]=[C:4]([Cl:11])[C:3]=1[C:12]1[CH:17]=[CH:16][C:15]([F:18])=[CH:14][CH:13]=1. (3) Given the reactants [I:1]I.[Cl:3][C:4]1[CH:9]=[C:8]([C:10]([O:12][CH3:13])=[O:11])[CH:7]=[CH:6][C:5]=1[C:14]1[CH:19]=[CH:18][C:17]([O:20][CH3:21])=[CH:16][CH:15]=1.CO.CCOC(C)=O, predict the reaction product. The product is: [Cl:3][C:4]1[CH:9]=[C:8]([C:10]([O:12][CH3:13])=[O:11])[CH:7]=[CH:6][C:5]=1[C:14]1[CH:19]=[CH:18][C:17]([O:20][CH3:21])=[C:16]([I:1])[CH:15]=1. (4) The product is: [Cl:34][C:28]1[CH:27]=[C:26]([NH:25][C@H:16]([CH2:15][NH:14][S:10]([C:5]2[CH:6]=[CH:7][CH:8]=[CH:9][C:4]=2[N+:1]([O-:3])=[O:2])(=[O:12])=[O:11])[CH2:17][C:18]([O:20][C:21]([CH3:22])([CH3:24])[CH3:23])=[O:19])[CH:31]=[CH:30][C:29]=1[C:32]#[N:33]. Given the reactants [N+:1]([C:4]1[CH:9]=[CH:8][CH:7]=[CH:6][C:5]=1[S:10](Cl)(=[O:12])=[O:11])([O-:3])=[O:2].[NH2:14][CH2:15][C@@H:16]([NH:25][C:26]1[CH:31]=[CH:30][C:29]([C:32]#[N:33])=[C:28]([Cl:34])[CH:27]=1)[CH2:17][C:18]([O:20][C:21]([CH3:24])([CH3:23])[CH3:22])=[O:19].CCN(CC)CC, predict the reaction product. (5) Given the reactants [CH:1]1[C:13]2[C:12](=[CH:14][C:15](O)=[O:16])[C:11]3[C:6](=[CH:7][CH:8]=[CH:9][CH:10]=3)[C:5]=2[CH:4]=[CH:3][CH:2]=1.Cl.C(N=C=NCCCN(C)C)C.OC1C2N=NNC=2C=CC=1.C(N(CC)CC)C.Cl.[CH3:48][O:49][C:50](=[O:57])[CH2:51][CH2:52][CH2:53][CH2:54][CH2:55][NH2:56], predict the reaction product. The product is: [CH3:48][O:49][C:50](=[O:57])[CH2:51][CH2:52][CH2:53][CH2:54][CH2:55][NH:56][C:15](=[O:16])[CH:14]=[C:12]1[C:13]2[CH:1]=[CH:2][CH:3]=[CH:4][C:5]=2[C:6]2[C:11]1=[CH:10][CH:9]=[CH:8][CH:7]=2. (6) Given the reactants ClC(Cl)(Cl)C([O:6][C:7]([N:9]1[CH:14]2[C:15]([C:36](O)=[O:37])=[C:16]([C:18]3[CH:23]=[CH:22][C:21]([O:24][CH2:25][CH2:26][O:27][C:28]4[CH:33]=[C:32]([F:34])[CH:31]=[CH:30][C:29]=4[Cl:35])=[CH:20][CH:19]=3)[CH2:17][CH:10]1[CH2:11][N:12]([C:39](=[O:41])[CH3:40])[CH2:13]2)=[O:8])(C)C.[CH:44]1([NH:47][CH2:48][C:49]2[CH:54]=[CH:53][CH:52]=[C:51]([CH3:55])[C:50]=2[CH3:56])[CH2:46][CH2:45]1, predict the reaction product. The product is: [CH:7]([OH:8])=[O:6].[CH:44]1([N:47]([CH2:48][C:49]2[CH:54]=[CH:53][CH:52]=[C:51]([CH3:55])[C:50]=2[CH3:56])[C:36]([C:15]2[C@@H:14]3[NH:9][C@H:10]([CH2:17][C:16]=2[C:18]2[CH:23]=[CH:22][C:21]([O:24][CH2:25][CH2:26][O:27][C:28]4[CH:33]=[C:32]([F:34])[CH:31]=[CH:30][C:29]=4[Cl:35])=[CH:20][CH:19]=2)[CH2:11][N:12]([C:39](=[O:41])[CH3:40])[CH2:13]3)=[O:37])[CH2:46][CH2:45]1. (7) Given the reactants [Br:1][C:2]1[CH:7]=[CH:6][C:5]([C:8]2[N:12]([C:13]3[CH:18]=[CH:17][CH:16]=[CH:15][C:14]=3[C:19]([F:22])([F:21])[F:20])[N:11]=[C:10](C(OC)=O)[CH:9]=2)=[CH:4][CH:3]=1.[CH3:27][Mg]Br.CC[O:32][CH2:33][CH3:34], predict the reaction product. The product is: [Br:1][C:2]1[CH:7]=[CH:6][C:5]([C:8]2[N:12]([C:13]3[CH:18]=[CH:17][CH:16]=[CH:15][C:14]=3[C:19]([F:21])([F:20])[F:22])[N:11]=[C:10]([C:33]([OH:32])([CH3:34])[CH3:27])[CH:9]=2)=[CH:4][CH:3]=1. (8) The product is: [CH3:23][O:24][C:25](=[O:42])[CH2:26][CH2:27][CH2:28][CH2:29][CH2:30][N:13]1[C:12]([S:11][C:3]2[C:2]([I:1])=[CH:10][C:6]3[O:7][CH2:8][O:9][C:5]=3[CH:4]=2)=[N:20][C:19]2[C:14]1=[N:15][CH:16]=[N:17][C:18]=2[NH2:21]. Given the reactants [I:1][C:2]1[C:3]([S:11][C:12]2[NH:13][C:14]3[C:19]([N:20]=2)=[C:18]([NH2:21])[N:17]=[CH:16][N:15]=3)=[CH:4][C:5]2[O:9][CH2:8][O:7][C:6]=2[CH:10]=1.O.[CH3:23][O:24][C:25](=[O:42])[CH2:26][CH2:27][CH2:28][CH2:29][CH2:30]OS(C1C=CC(C)=CC=1)(=O)=O.C([O-])([O-])=O.[Cs+].[Cs+], predict the reaction product. (9) The product is: [CH3:20][O:21][C:22]1[CH:23]=[C:24]([C:15]2[CH:16]=[CH:17][C:12]([O:11][CH2:10][C:8]3[CH:9]=[C:5]([C:3]([OH:2])=[O:4])[O:6][C:7]=3[CH3:19])=[CH:13][CH:14]=2)[CH:25]=[CH:26][C:27]=1[O:28][CH3:29]. Given the reactants C[O:2][C:3]([C:5]1[O:6][C:7]([CH3:19])=[C:8]([CH2:10][O:11][C:12]2[CH:17]=[CH:16][C:15](I)=[CH:14][CH:13]=2)[CH:9]=1)=[O:4].[CH3:20][O:21][C:22]1[CH:23]=[C:24](B(O)O)[CH:25]=[CH:26][C:27]=1[O:28][CH3:29].CN(C)C=O.C([O-])(=O)C.[K+], predict the reaction product.